Task: Predict the product of the given reaction.. Dataset: Forward reaction prediction with 1.9M reactions from USPTO patents (1976-2016) Given the reactants Cl[C:2]1[CH:11]=[CH:10][N:9]=[C:8]2[C:3]=1[CH:4]=[CH:5][C:6]([CH2:12][CH2:13][CH3:14])=[N:7]2.C(O)C.[NH2:18][C:19]1[CH:24]=[C:23]([CH2:25][O:26][C:27]2[CH:32]=[CH:31][CH:30]=[CH:29][CH:28]=2)[CH:22]=[CH:21][C:20]=1[S:33][C:34]1[CH:39]=[CH:38][C:37]([OH:40])=[CH:36][CH:35]=1, predict the reaction product. The product is: [O:26]([CH2:25][C:23]1[CH:22]=[CH:21][C:20]([S:33][C:34]2[CH:35]=[CH:36][C:37]([OH:40])=[CH:38][CH:39]=2)=[C:19]([NH:18][C:2]2[C:3]3[C:8](=[N:7][C:6]([CH2:12][CH2:13][CH3:14])=[CH:5][CH:4]=3)[N:9]=[CH:10][CH:11]=2)[CH:24]=1)[C:27]1[CH:32]=[CH:31][CH:30]=[CH:29][CH:28]=1.